From a dataset of Full USPTO retrosynthesis dataset with 1.9M reactions from patents (1976-2016). Predict the reactants needed to synthesize the given product. (1) Given the product [CH3:1][O:2][C:3]1[CH:19]=[CH:18][CH:17]=[CH:16][C:4]=1[C:5]1[NH:15][C:13](=[O:14])[C:9]2[S:10][CH:11]=[CH:12][C:8]=2[N:7]=1, predict the reactants needed to synthesize it. The reactants are: [CH3:1][O:2][C:3]1[CH:19]=[CH:18][CH:17]=[CH:16][C:4]=1[C:5]([NH:7][C:8]1[CH:12]=[CH:11][S:10][C:9]=1[C:13]([NH2:15])=[O:14])=O.[OH-].[Na+].CCO. (2) Given the product [NH2:31][C:27]1[C:26]([O:34][CH3:35])=[C:25]([CH:30]=[CH:29][CH:28]=1)[C:24]([NH:23][C:4]1[C:5]([CH3:22])=[CH:6][C:7]([C:9]([F:21])([C:17]([F:18])([F:19])[F:20])[C:10]([F:15])([F:16])[C:11]([F:14])([F:13])[F:12])=[CH:8][C:3]=1[CH2:1][CH3:2])=[O:36], predict the reactants needed to synthesize it. The reactants are: [CH2:1]([C:3]1[CH:8]=[C:7]([C:9]([F:21])([C:17]([F:20])([F:19])[F:18])[C:10]([F:16])([F:15])[C:11]([F:14])([F:13])[F:12])[CH:6]=[C:5]([CH3:22])[C:4]=1[NH:23][C:24](=[O:36])[C:25]1[CH:30]=[CH:29][CH:28]=[C:27]([N+:31]([O-])=O)[C:26]=1[O:34][CH3:35])[CH3:2].[Sn](Cl)(Cl)(Cl)Cl.Cl.